Dataset: Full USPTO retrosynthesis dataset with 1.9M reactions from patents (1976-2016). Task: Predict the reactants needed to synthesize the given product. (1) Given the product [S:12](=[N:15][CH:16]=[O:17])(=[O:14])=[O:13].[F:1][C:2]1[CH:7]=[CH:6][C:5]([S:8]([CH2:22][N+:18]#[C-:19])(=[O:10])=[O:9])=[CH:4][CH:3]=1, predict the reactants needed to synthesize it. The reactants are: [F:1][C:2]1[CH:7]=[CH:6][C:5]([S:8]([O:10]C)=[O:9])=[CH:4][CH:3]=1.[S:12](=[N:15][CH:16]=[O:17])(=[O:14])=[O:13].[NH:18]([CH:22](C)C)[CH:19](C)C. (2) Given the product [CH3:18][C:19]1[CH:20]=[CH:21][C:22]([S:25]([OH:28])(=[O:27])=[O:26])=[CH:23][CH:24]=1.[Cl:1][C:2]1[CH:3]=[C:4]([N:9]2[C@H:16]3[C@H:11]([CH2:12][CH2:13][NH:14][CH2:15]3)[CH2:10]2)[CH:5]=[N:6][C:7]=1[Cl:8], predict the reactants needed to synthesize it. The reactants are: [Cl:1][C:2]1[CH:3]=[C:4]([N:9]2[C@H:16]3[C@H:11]([CH2:12][CH2:13][NH:14][CH2:15]3)[CH2:10]2)[CH:5]=[N:6][C:7]=1[Cl:8].O.[CH3:18][C:19]1[CH:24]=[CH:23][C:22]([S:25]([OH:28])(=[O:27])=[O:26])=[CH:21][CH:20]=1. (3) Given the product [F:16][C:17]1[CH:27]=[CH:26][CH:25]=[C:19]2[C:18]=1[C:23](=[O:22])[N:1]([CH2:2][CH:3]([C:10]1([CH3:15])[O:11][CH2:12][CH2:13][O:14]1)[C:4]([O:6][CH2:7][CH:8]=[CH2:9])=[O:5])[C:20]2=[O:21], predict the reactants needed to synthesize it. The reactants are: [NH2:1][CH2:2][CH:3]([C:10]1([CH3:15])[O:14][CH2:13][CH2:12][O:11]1)[C:4]([O:6][CH2:7][CH:8]=[CH2:9])=[O:5].[F:16][C:17]1[CH:27]=[CH:26][CH:25]=[C:19]2[C:20]([O:22][C:23](=O)[C:18]=12)=[O:21]. (4) The reactants are: [NH2:1][C:2]1[CH:3]=[N:4][C:5](Br)=[CH:6][CH:7]=1.[OH:9][C:10]1[CH:15]=[CH:14][CH:13]=[CH:12][N:11]=1.CNCCNC.C([O-])([O-])=O.[K+].[K+]. Given the product [NH2:1][C:2]1[CH:7]=[CH:6][C:5]([N:11]2[CH:12]=[CH:13][CH:14]=[CH:15][C:10]2=[O:9])=[N:4][CH:3]=1, predict the reactants needed to synthesize it. (5) Given the product [C:1]([O:5][C:6](=[O:7])[NH:8][C@H:9]([CH2:14][C:15]1[CH:20]=[CH:19][CH:18]=[CH:17][C:16]=1[F:21])[CH2:10][C:11]([NH:29][C:30]1[C:31](=[O:47])[NH:32][C:33]2[C:38]([C:39]=1[C:40]1[CH:45]=[CH:44][C:43]([F:46])=[CH:42][CH:41]=1)=[CH:37][CH:36]=[CH:35][CH:34]=2)=[O:13])([CH3:2])([CH3:3])[CH3:4], predict the reactants needed to synthesize it. The reactants are: [C:1]([O:5][C:6]([NH:8][C@H:9]([CH2:14][C:15]1[CH:20]=[CH:19][CH:18]=[CH:17][C:16]=1[F:21])[CH2:10][C:11]([OH:13])=O)=[O:7])([CH3:4])([CH3:3])[CH3:2].CN1CCOCC1.[NH2:29][C:30]1[C:31](=[O:47])[NH:32][C:33]2[C:38]([C:39]=1[C:40]1[CH:45]=[CH:44][C:43]([F:46])=[CH:42][CH:41]=1)=[CH:37][CH:36]=[CH:35][CH:34]=2.C[N+]1(C2N=C(OC)N=C(OC)N=2)CCOCC1.[Cl-]. (6) Given the product [Cl:15][C:14]1[CH:13]=[C:12]([C:16]([N:18]2[C:27]3[C:22](=[CH:23][CH:24]=[CH:25][CH:26]=3)[CH2:21][CH2:20][CH2:19]2)=[O:17])[CH:11]=[C:10]([Cl:28])[C:9]=1[OH:8], predict the reactants needed to synthesize it. The reactants are: C([O:8][C:9]1[C:14]([Cl:15])=[CH:13][C:12]([C:16]([N:18]2[C:27]3[C:22](=[CH:23][CH:24]=[CH:25][CH:26]=3)[CH2:21][CH2:20][CH2:19]2)=[O:17])=[CH:11][C:10]=1[Cl:28])C1C=CC=CC=1. (7) The reactants are: [F:1][C:2]1[CH:7]=[CH:6][CH:5]=[CH:4][C:3]=1[C:8](=O)[CH3:9].[C:11]([S@:15]([NH2:17])=[O:16])(C)(C)C.[Cl-].[NH4+].C(OCC)(=O)C.O1[CH2:30][CH2:29][CH2:28]C1. Given the product [F:1][C:2]1[CH:7]=[CH:6][CH:5]=[CH:4][C:3]=1/[C:8](=[N:17]/[S@@:15]([CH2:11][CH:29]([CH3:28])[CH3:30])=[O:16])/[CH3:9], predict the reactants needed to synthesize it. (8) Given the product [CH:1]([C:4]1[CH:5]=[C:6]2[C:15]3[N:10]4[C:11](=[CH:17][N:18]=[C:9]4[C:8]4[CH:19]=[C:20]([O:23][C:25]5[CH:37]=[CH:36][C:35]6[C:34]7[C:29](=[CH:30][CH:31]=[CH:32][CH:33]=7)[N:28]([C:38]7[CH:43]=[C:42]([CH:44]([CH3:46])[CH3:45])[CH:41]=[CH:40][N:39]=7)[C:27]=6[CH:26]=5)[CH:21]=[CH:22][C:7]2=4)[CH2:12][CH2:13][C:14]=3[CH:16]=1)([CH3:3])[CH3:2], predict the reactants needed to synthesize it. The reactants are: [CH:1]([C:4]1[CH:5]=[C:6]2[C:15]3[N:10]4[C:11](=[CH:17][N:18]=[C:9]4[C:8]4[CH:19]=[C:20]([OH:23])[CH:21]=[CH:22][C:7]2=4)[CH2:12][CH2:13][C:14]=3[CH:16]=1)([CH3:3])[CH3:2].Br[C:25]1[CH:37]=[CH:36][C:35]2[C:34]3[C:29](=[CH:30][CH:31]=[CH:32][CH:33]=3)[N:28]([C:38]3[CH:43]=[C:42]([CH:44]([CH3:46])[CH3:45])[CH:41]=[CH:40][N:39]=3)[C:27]=2[CH:26]=1.P([O-])([O-])([O-])=O.[K+].[K+].[K+].N1C=CC=CC=1C(O)=O.